Regression. Given a peptide amino acid sequence and an MHC pseudo amino acid sequence, predict their binding affinity value. This is MHC class II binding data. From a dataset of Peptide-MHC class II binding affinity with 134,281 pairs from IEDB. (1) The peptide sequence is KGVERLAVMGDVAWD. The MHC is DRB1_0701 with pseudo-sequence DRB1_0701. The binding affinity (normalized) is 0.122. (2) The MHC is DRB1_0101 with pseudo-sequence DRB1_0101. The peptide sequence is GKQLYNVEATSYALL. The binding affinity (normalized) is 0.455. (3) The MHC is DRB1_1201 with pseudo-sequence DRB1_1201. The binding affinity (normalized) is 0.513. The peptide sequence is VIPAGELQVIEKVDAAFKVA. (4) The peptide sequence is WKMLDPRQGLAVLRK. The MHC is DRB1_0701 with pseudo-sequence DRB1_0701. The binding affinity (normalized) is 0.255. (5) The peptide sequence is PDEYVEQVAQYKALP. The MHC is HLA-DQA10501-DQB10201 with pseudo-sequence HLA-DQA10501-DQB10201. The binding affinity (normalized) is 0.237. (6) The MHC is HLA-DPA10103-DPB10301 with pseudo-sequence HLA-DPA10103-DPB10301. The peptide sequence is TFGAASNKAFAEGLS. The binding affinity (normalized) is 0.123. (7) The peptide sequence is KGTSYKICTDKMFFV. The MHC is DRB1_0101 with pseudo-sequence DRB1_0101. The binding affinity (normalized) is 0.0548. (8) The peptide sequence is PRCWLIRNGSYLNTS. The MHC is H-2-IAb with pseudo-sequence H-2-IAb. The binding affinity (normalized) is 0.446. (9) The peptide sequence is PVQRHPRSLFPEFSE. The MHC is HLA-DQA10301-DQB10302 with pseudo-sequence HLA-DQA10301-DQB10302. The binding affinity (normalized) is 0.326.